Dataset: hERG potassium channel inhibition data for cardiac toxicity prediction from Karim et al.. Task: Regression/Classification. Given a drug SMILES string, predict its toxicity properties. Task type varies by dataset: regression for continuous values (e.g., LD50, hERG inhibition percentage) or binary classification for toxic/non-toxic outcomes (e.g., AMES mutagenicity, cardiotoxicity, hepatotoxicity). Dataset: herg_karim. The compound is Cc1nc2cc(F)ccc2n1C1C[C@H]2CC[C@H](C1)N2CC[C@H](NC(=O)c1cc[n+]([O-])cc1)c1ccc(F)cc1. The result is 1 (blocker).